Dataset: Forward reaction prediction with 1.9M reactions from USPTO patents (1976-2016). Task: Predict the product of the given reaction. (1) The product is: [C:34]([C:33]1[CH:36]=[CH:37][C:30]([NH:29][C:7](=[O:8])[C:6]2[C:10]([CH2:14][CH2:15][CH2:16][CH2:17][CH2:18][CH2:19][CH2:20][CH2:21][CH2:22][CH2:23][CH2:24][CH2:25][CH2:26][CH2:27][CH3:28])=[CH:11][CH:12]=[CH:13][C:5]=2[O:4][CH2:1][CH2:2][CH3:3])=[CH:31][C:32]=1[C:38]([F:39])([F:40])[F:41])#[N:35]. Given the reactants [CH2:1]([O:4][C:5]1[CH:13]=[CH:12][CH:11]=[C:10]([CH2:14][CH2:15][CH2:16][CH2:17][CH2:18][CH2:19][CH2:20][CH2:21][CH2:22][CH2:23][CH2:24][CH2:25][CH2:26][CH2:27][CH3:28])[C:6]=1[C:7](Cl)=[O:8])[CH2:2][CH3:3].[NH2:29][C:30]1[CH:37]=[CH:36][C:33]([C:34]#[N:35])=[C:32]([C:38]([F:41])([F:40])[F:39])[CH:31]=1.C(N(CC)CC)C, predict the reaction product. (2) Given the reactants O[C:2]1[N:7]=[C:6]([CH3:8])[CH:5]=[C:4]([CH3:9])[N:3]=1.[OH-].[Na+].P(Cl)(Cl)([Cl:14])=O, predict the reaction product. The product is: [Cl:14][C:2]1[N:7]=[C:6]([CH3:8])[CH:5]=[C:4]([CH3:9])[N:3]=1. (3) The product is: [O:1]=[C:2]1[C:7]([C:8]([NH:26][C:27]2[CH:32]=[CH:31][CH:30]=[CH:29][CH:28]=2)=[O:10])=[CH:6][CH:5]=[CH:4][NH:3]1. Given the reactants [O:1]=[C:2]1[C:7]([C:8]([OH:10])=O)=[CH:6][CH:5]=[CH:4][NH:3]1.CN1CCOCC1.ClC(OCC(C)C)=O.[NH2:26][C:27]1[CH:32]=[CH:31][CH:30]=[CH:29][CH:28]=1, predict the reaction product. (4) Given the reactants [CH:1]([O:4][C:5]1[CH:13]=[CH:12][C:11]([S:14]([CH3:17])(=[O:16])=[O:15])=[CH:10][C:6]=1[C:7]([OH:9])=O)([CH3:3])[CH3:2].CN(C(ON1N=NC2C=CC=CC1=2)=[N+](C)C)C.[B-](F)(F)(F)F.C(N(C(C)C)C(C)C)C.[Br:49][C:50]1[S:54][C:53]([N:55]2[CH2:60][CH2:59][NH:58][CH2:57][CH2:56]2)=[N:52][CH:51]=1, predict the reaction product. The product is: [Br:49][C:50]1[S:54][C:53]([N:55]2[CH2:56][CH2:57][N:58]([C:7]([C:6]3[CH:10]=[C:11]([S:14]([CH3:17])(=[O:16])=[O:15])[CH:12]=[CH:13][C:5]=3[O:4][CH:1]([CH3:2])[CH3:3])=[O:9])[CH2:59][CH2:60]2)=[N:52][CH:51]=1. (5) Given the reactants [OH:1][C:2]1[CH:17]=[CH:16][C:5]([CH2:6][CH2:7][NH:8][C:9](=[O:15])[O:10][C:11]([CH3:14])([CH3:13])[CH3:12])=[CH:4][CH:3]=1.C(=O)([O-])[O-].[Cs+].[Cs+].Br[CH2:25][CH2:26][CH2:27][P:28](=[O:35])([O:32][CH2:33][CH3:34])[O:29][CH2:30][CH3:31], predict the reaction product. The product is: [CH2:33]([O:32][P:28]([CH2:27][CH2:26][CH2:25][O:1][C:2]1[CH:17]=[CH:16][C:5]([CH2:6][CH2:7][NH:8][C:9](=[O:15])[O:10][C:11]([CH3:14])([CH3:12])[CH3:13])=[CH:4][CH:3]=1)([O:29][CH2:30][CH3:31])=[O:35])[CH3:34].